The task is: Predict the reaction yield, written as a fraction of the theoretical maximum amount of product (1.0 means a 100% yield; for example, 0.34 means a 34% yield).. This data is from Reaction yield outcomes from USPTO patents with 853,638 reactions. (1) The reactants are [CH3:1][CH:2]([CH3:46])[C@H:3]([NH:42][C:43](=[O:45])[O-:44])[C:4]([N:6]1[C@H:10]([C:11]2[NH:15][C:14]3[C:16]4[C:21]([CH:22]=[CH:23][C:13]=3[N:12]=2)=[CH:20][C:19]2[C:24]3[C:29]([CH2:30][O:31][C:18]=2[CH:17]=4)=[CH:28][C:27](B2OC(C)(C)C(C)(C)O2)=[CH:26][CH:25]=3)[CH2:9][CH2:8][C@@H:7]1[CH3:41])=[O:5].Br[C:48]1[NH:52][C:51]([C@@H:53]2[CH2:57][C@H:56]([CH3:58])[CH2:55][N:54]2[C:59]([O:61][C:62]([CH3:65])([CH3:64])[CH3:63])=[O:60])=[N:50][CH:49]=1.[C:66](=O)([O-])[O-].[K+].[K+]. The catalyst is CS(C)=O.[Pd].C1(P(C2C=CC=CC=2)C2C=CC=CC=2)C=CC=CC=1.C1(P(C2C=CC=CC=2)C2C=CC=CC=2)C=CC=CC=1.C1(P(C2C=CC=CC=2)C2C=CC=CC=2)C=CC=CC=1.C1(P(C2C=CC=CC=2)C2C=CC=CC=2)C=CC=CC=1.C1C=CC(P(C2C=CC=CC=2)[C-]2C=CC=C2)=CC=1.C1C=CC(P(C2C=CC=CC=2)[C-]2C=CC=C2)=CC=1.Cl[Pd]Cl.[Fe+2]. The product is [CH3:66][O:44][C:43]([NH:42][C@H:3]([C:4]([N:6]1[C@@H:7]([CH3:41])[CH2:8][CH2:9][C@H:10]1[C:11]1[NH:15][C:14]2[C:16]3[C:21]([CH:22]=[CH:23][C:13]=2[N:12]=1)=[CH:20][C:19]1[C:24]2[C:29]([CH2:30][O:31][C:18]=1[CH:17]=3)=[CH:28][C:27]([C:48]1[NH:52][C:51]([C@@H:53]3[CH2:57][C@H:56]([CH3:58])[CH2:55][N:54]3[C:59]([O:61][C:62]([CH3:65])([CH3:64])[CH3:63])=[O:60])=[N:50][CH:49]=1)=[CH:26][CH:25]=2)=[O:5])[CH:2]([CH3:1])[CH3:46])=[O:45]. The yield is 0.630. (2) The reactants are [CH3:1][O:2][C:3]1[CH:4]=[C:5]([CH2:9][CH2:10][NH:11][C:12](=[O:14])[O-])[CH:6]=[CH:7][CH:8]=1.[OH-].[Na+]. The catalyst is O. The product is [CH3:1][O:2][C:3]1[CH:4]=[C:5]2[C:6](=[CH:7][CH:8]=1)[C:12](=[O:14])[NH:11][CH2:10][CH2:9]2. The yield is 0.400. (3) The reactants are [C:1]([C:3]1[C:8](=[O:9])[N:7]([CH2:10][C:11]2[CH:16]=[CH:15][C:14]([CH3:17])=[CH:13][C:12]=2[CH3:18])[C:6]([C:19]2[CH:24]=[CH:23][C:22]([C:25]3[CH:30]=[CH:29][CH:28]=[C:27](/[CH:31]=[CH:32]/[C:33]([O:35][CH3:36])=[O:34])[CH:26]=3)=[CH:21][CH:20]=2)=[CH:5][C:4]=1[C:37]([F:40])([F:39])[F:38])#[N:2].[H][H]. The catalyst is CCO.[Pd]. The product is [C:1]([C:3]1[C:8](=[O:9])[N:7]([CH2:10][C:11]2[CH:16]=[CH:15][C:14]([CH3:17])=[CH:13][C:12]=2[CH3:18])[C:6]([C:19]2[CH:24]=[CH:23][C:22]([C:25]3[CH:30]=[CH:29][CH:28]=[C:27]([CH2:31][CH2:32][C:33]([O:35][CH3:36])=[O:34])[CH:26]=3)=[CH:21][CH:20]=2)=[CH:5][C:4]=1[C:37]([F:40])([F:39])[F:38])#[N:2]. The yield is 0.700. (4) The reactants are [NH2:1][CH:2]1[CH:7]([O:8][CH2:9]C2C=CC=CC=2)[CH:6](OCC2C=CC=CC=2)[CH:5]([CH2:24][O:25]CC2C=CC=CC=2)[CH2:4][CH:3]1[OH:33].[CH2:34]([N:37]=C=S)[CH2:35][CH3:36].CI.C([O-])(O)=[O:43].[Na+]. The catalyst is C1COCC1. The product is [OH:25][CH2:24][CH:5]1[CH:4]([OH:43])[CH:3]([OH:33])[CH:2]2[N:1]=[C:9]([NH:37][CH2:34][CH2:35][CH3:36])[O:8][CH:7]2[CH2:6]1. The yield is 0.640. (5) The reactants are [CH3:1][C:2]1[CH:3]=[C:4]([CH:8]=[CH:9][C:10]=1[C:11]([N:13]1[CH2:17][CH:16]=[CH:15][CH2:14]1)=[O:12])[C:5]([OH:7])=O.CN(C(ON1N=NC2C=CC=CC1=2)=[N+](C)C)C.[B-](F)(F)(F)F.C(N(C(C)C)CC)(C)C.[CH2:49]([O:52][CH2:53][C@H:54]([NH2:65])[C:55]1[NH:59][C:58]2[CH:60]=[CH:61][C:62]([Cl:64])=[CH:63][C:57]=2[N:56]=1)[CH:50]=[CH2:51].ClCl. The catalyst is O1CCCC1.ClCCl.C(O)C. The product is [CH2:49]([O:52][CH2:53][C@H:54]([NH:65][C:5](=[O:7])[C:4]1[CH:8]=[CH:9][C:10]([C:11]([N:13]2[CH2:17][CH:16]=[CH:15][CH2:14]2)=[O:12])=[C:2]([CH3:1])[CH:3]=1)[C:55]1[NH:59][C:58]2[CH:60]=[CH:61][C:62]([Cl:64])=[CH:63][C:57]=2[N:56]=1)[CH:50]=[CH2:51]. The yield is 0.630. (6) The reactants are [N+:1]([C:4]1[CH:9]=[C:8]([C:10]([F:13])([F:12])[F:11])[CH:7]=[CH:6][C:5]=1[NH2:14])([O-:3])=[O:2].C[Si]([N-][Si](C)(C)C)(C)C.[Na+].[C:25]([O:29][C:30](O[C:30]([O:29][C:25]([CH3:28])([CH3:27])[CH3:26])=[O:31])=[O:31])([CH3:28])([CH3:27])[CH3:26]. The catalyst is C1COCC1. The product is [C:25]([O:29][C:30](=[O:31])[NH:14][C:5]1[CH:6]=[CH:7][C:8]([C:10]([F:11])([F:12])[F:13])=[CH:9][C:4]=1[N+:1]([O-:3])=[O:2])([CH3:28])([CH3:27])[CH3:26]. The yield is 0.710. (7) The reactants are [CH3:24][NH:23][S:20]([C:17]1[CH:18]=[CH:19][C:14]([S:13][S:13][C:14]2[CH:19]=[CH:18][C:17]([S:20]([NH:23][CH3:24])(=[O:22])=[O:21])=[CH:16][C:15]=2[N+:25]([O-])=O)=[C:15]([N+:25]([O-])=O)[CH:16]=1)(=[O:21])=[O:22].O.O.[Sn](Cl)(Cl)(Cl)Cl.[C:38](#N)[CH2:39][C:40]#[N:41]. The yield is 0.0800. The product is [CH3:24][NH:23][S:20]([C:17]1[CH:18]=[CH:19][C:14]2[S:13][C:38]([CH2:39][C:40]#[N:41])=[N:25][C:15]=2[CH:16]=1)(=[O:21])=[O:22]. The catalyst is C(O)C.Cl.O. (8) The reactants are [CH3:1][N:2]1[C:7](=[O:8])[C:6]([NH:9][C:10]2[CH:15]=[CH:14][C:13]([N:16]3[CH2:21][CH2:20][N:19]([CH:22]4[CH2:25][O:24][CH2:23]4)[CH2:18][C@@H:17]3[CH3:26])=[CH:12][N:11]=2)=[CH:5][C:4]([C:27]2[C:32]([CH:33]=[O:34])=[C:31]([N:35]3[C:47](=[O:48])[C:39]4=[CH:40][N:41]5[C:46]([CH2:45][CH2:44][CH2:43][CH2:42]5)=[C:38]4[CH:37]=[N:36]3)[N:30]=[CH:29][CH:28]=2)=[CH:3]1.[BH4-].[Na+]. The catalyst is CO. The product is [OH:34][CH2:33][C:32]1[C:31]([N:35]2[C:47](=[O:48])[C:39]3=[CH:40][N:41]4[C:46]([CH2:45][CH2:44][CH2:43][CH2:42]4)=[C:38]3[CH:37]=[N:36]2)=[N:30][CH:29]=[CH:28][C:27]=1[C:4]1[CH:5]=[C:6]([NH:9][C:10]2[CH:15]=[CH:14][C:13]([N:16]3[CH2:21][CH2:20][N:19]([CH:22]4[CH2:23][O:24][CH2:25]4)[CH2:18][C@@H:17]3[CH3:26])=[CH:12][N:11]=2)[C:7](=[O:8])[N:2]([CH3:1])[CH:3]=1. The yield is 0.600.